From a dataset of Forward reaction prediction with 1.9M reactions from USPTO patents (1976-2016). Predict the product of the given reaction. (1) Given the reactants [N:1]1([C:7]2[CH:12]=[CH:11][C:10]([NH:13][C:14]([C:16]3[C:17]([C:23]4[CH:28]=[CH:27][C:26]([CH:29]([CH3:31])[CH3:30])=[CH:25][CH:24]=4)=[CH:18][C:19]([CH3:22])=[CH:20][CH:21]=3)=[O:15])=[CH:9][CH:8]=2)[CH2:6][CH2:5][NH:4][CH2:3][CH2:2]1.[NH:32]1[CH:36]=[CH:35][CH:34]=[C:33]1[CH:37]=O.C(O)(=O)C.C(O[BH-](OC(=O)C)OC(=O)C)(=O)C.[Na+], predict the reaction product. The product is: [NH:32]1[CH:36]=[CH:35][CH:34]=[C:33]1[CH2:37][N:4]1[CH2:3][CH2:2][N:1]([C:7]2[CH:8]=[CH:9][C:10]([NH:13][C:14]([C:16]3[C:17]([C:23]4[CH:24]=[CH:25][C:26]([CH:29]([CH3:31])[CH3:30])=[CH:27][CH:28]=4)=[CH:18][C:19]([CH3:22])=[CH:20][CH:21]=3)=[O:15])=[CH:11][CH:12]=2)[CH2:6][CH2:5]1. (2) Given the reactants [CH3:1][O:2][C:3](=[O:16])[C:4]1[CH:9]=[C:8]([N+:10]([O-:12])=[O:11])[CH:7]=[C:6]([N+:13]([O-])=O)[CH:5]=1.C(N(CC)CC)C.C(O)=O, predict the reaction product. The product is: [CH3:1][O:2][C:3](=[O:16])[C:4]1[CH:9]=[C:8]([N+:10]([O-:12])=[O:11])[CH:7]=[C:6]([NH2:13])[CH:5]=1. (3) Given the reactants N#[C-].C(N(CC)CC)C.Cl[SiH](Cl)Cl.C(Cl)Cl.[F:17][C:18]1[C:19]([Si:27]([CH3:30])([CH3:29])[CH3:28])=[C:20]([N:24]=[C:25]=O)[CH:21]=[CH:22][CH:23]=1.N, predict the reaction product. The product is: [F:17][C:18]1[C:19]([Si:27]([CH3:30])([CH3:29])[CH3:28])=[C:20]([N+:24]#[C-:25])[CH:21]=[CH:22][CH:23]=1.